Dataset: Reaction yield outcomes from USPTO patents with 853,638 reactions. Task: Predict the reaction yield, written as a fraction of the theoretical maximum amount of product (1.0 means a 100% yield; for example, 0.34 means a 34% yield). (1) The reactants are C(OC(=O)[NH:7][C:8]1[S:12][C:11]([C:13]2[CH:18]=[CH:17][CH:16]=[CH:15][N:14]=2)=[N:10][CH:9]=1)(C)(C)C.Cl. The catalyst is O1CCOCC1. The product is [N:14]1[CH:15]=[CH:16][CH:17]=[CH:18][C:13]=1[C:11]1[S:12][C:8]([NH2:7])=[CH:9][N:10]=1. The yield is 0.600. (2) The reactants are [Cl:1][C:2]1[CH:7]=[CH:6][C:5]([C:8]2[CH:9]=[N:10][CH:11]=[C:12]3[C:17]=2[N:16]=[C:15]([C:18]([OH:20])=O)[CH:14]=[CH:13]3)=[CH:4][CH:3]=1.C(N(CC)C(C)C)(C)C.F[P-](F)(F)(F)(F)F.N1(OC(N(C)C)=[N+](C)C)C2N=CC=CC=2N=N1.[N:54]1([C:60]([O:62][C:63]([CH3:66])([CH3:65])[CH3:64])=[O:61])[CH2:59][CH2:58][NH:57][CH2:56][CH2:55]1. The catalyst is CN(C)C=O. The product is [Cl:1][C:2]1[CH:3]=[CH:4][C:5]([C:8]2[CH:9]=[N:10][CH:11]=[C:12]3[C:17]=2[N:16]=[C:15]([C:18]([N:57]2[CH2:56][CH2:55][N:54]([C:60]([O:62][C:63]([CH3:66])([CH3:65])[CH3:64])=[O:61])[CH2:59][CH2:58]2)=[O:20])[CH:14]=[CH:13]3)=[CH:6][CH:7]=1. The yield is 0.0300. (3) The reactants are C([O:3][C:4](=[O:34])[CH:5]([O:31][CH2:32][CH3:33])[CH2:6][C:7]1[CH:12]=[CH:11][C:10]([O:13][CH2:14][C:15]2[N:16]=[C:17]([C:20]3[CH:25]=[CH:24][C:23]([C:26]([CH3:29])([CH3:28])[CH3:27])=[CH:22][CH:21]=3)[S:18][CH:19]=2)=[C:9]([CH3:30])[CH:8]=1)C.[OH-].[Li+].Cl.S([O-])(O)(=O)=O.[K+]. The catalyst is CO. The product is [C:26]([C:23]1[CH:22]=[CH:21][C:20]([C:17]2[S:18][CH:19]=[C:15]([CH2:14][O:13][C:10]3[CH:11]=[CH:12][C:7]([CH2:6][CH:5]([O:31][CH2:32][CH3:33])[C:4]([OH:34])=[O:3])=[CH:8][C:9]=3[CH3:30])[N:16]=2)=[CH:25][CH:24]=1)([CH3:29])([CH3:28])[CH3:27]. The yield is 0.986. (4) The reactants are [OH:1][CH:2]1[CH2:8][CH:7]2[N:9]([CH2:10][C:11]3[CH:16]=[CH:15][C:14]([C:17]4[CH:39]=[N:38][C:20]5[N:21]([CH2:30][O:31][CH2:32][CH2:33][Si:34]([CH3:37])([CH3:36])[CH3:35])[C:22]6[CH:27]=[N:26][C:25]([C:28]#[N:29])=[CH:24][C:23]=6[C:19]=5[CH:18]=4)=[CH:13][CH:12]=3)[CH:4]([CH2:5][CH2:6]2)[CH2:3]1.[CH:40]1[N:44]=[CH:43][N:42]([C:45](N2C=NC=C2)=[S:46])[CH:41]=1. The catalyst is CN(C1C=CN=CC=1)C.C(Cl)Cl. The product is [C:28]([C:25]1[N:26]=[CH:27][C:22]2[N:21]([CH2:30][O:31][CH2:32][CH2:33][Si:34]([CH3:35])([CH3:36])[CH3:37])[C:20]3[N:38]=[CH:39][C:17]([C:14]4[CH:15]=[CH:16][C:11]([CH2:10][N:9]5[CH:7]6[CH2:6][CH2:5][CH:4]5[CH2:3][CH:2]([O:1][C:45]([N:42]5[CH:41]=[CH:40][N:44]=[CH:43]5)=[S:46])[CH2:8]6)=[CH:12][CH:13]=4)=[CH:18][C:19]=3[C:23]=2[CH:24]=1)#[N:29]. The yield is 0.970. (5) The reactants are C([O:3][C:4](=O)[CH2:5][NH:6][C:7]1[C:12]([C:13]#[N:14])=[CH:11][CH:10]=[CH:9][N:8]=1)C.C[O-].[Na+]. The catalyst is [Ni].CO. The product is [NH:6]1[C:7]2[N:8]=[CH:9][CH:10]=[CH:11][C:12]=2[CH2:13][NH:14][C:4](=[O:3])[CH2:5]1. The yield is 0.300. (6) The reactants are Cl.[CH2:2]([O:9][C:10]1[CH:15]=[CH:14][C:13]([NH:16][C:17]2[C:26]3[C:21](=[CH:22][C:23]([F:28])=[C:24](I)[CH:25]=3)[N:20]=[CH:19][N:18]=2)=[CH:12][CH:11]=1)[C:3]1[CH:8]=[CH:7][CH:6]=[CH:5][CH:4]=1.[O:29]1[CH2:33][CH2:32][O:31][CH:30]1[C:34]1[O:38][C:37]([Sn](CCCC)(CCCC)CCCC)=[CH:36][CH:35]=1.C(N(C(C)C)CC)(C)C. The catalyst is CN(C=O)C. The product is [CH2:2]([O:9][C:10]1[CH:15]=[CH:14][C:13]([NH:16][C:17]2[C:26]3[C:21](=[CH:22][C:23]([F:28])=[C:24]([C:37]4[O:38][C:34]([CH:30]5[O:31][CH2:32][CH2:33][O:29]5)=[CH:35][CH:36]=4)[CH:25]=3)[N:20]=[CH:19][N:18]=2)=[CH:12][CH:11]=1)[C:3]1[CH:8]=[CH:7][CH:6]=[CH:5][CH:4]=1. The yield is 0.590.